Predict which catalyst facilitates the given reaction. From a dataset of Catalyst prediction with 721,799 reactions and 888 catalyst types from USPTO. Reactant: Cl.[F:2][C:3]1[CH:16]=[CH:15][C:6]([C:7]([CH:9]2[CH2:14][CH2:13][NH:12][CH2:11][CH2:10]2)=[O:8])=[CH:5][CH:4]=1.[C:17]([NH:24][CH2:25][CH2:26][CH2:27][CH2:28]Br)([O:19][C:20]([CH3:23])([CH3:22])[CH3:21])=[O:18].[I-].[Na+].O. Product: [C:20]([O:19][C:17](=[O:18])[NH:24][CH2:25][CH2:26][CH2:27][CH2:28][N:12]1[CH2:13][CH2:14][CH:9]([C:7](=[O:8])[C:6]2[CH:5]=[CH:4][C:3]([F:2])=[CH:16][CH:15]=2)[CH2:10][CH2:11]1)([CH3:23])([CH3:22])[CH3:21]. The catalyst class is: 10.